The task is: Predict the reactants needed to synthesize the given product.. This data is from Full USPTO retrosynthesis dataset with 1.9M reactions from patents (1976-2016). (1) Given the product [CH2:12]([C:7]1[C:6]([CH2:4][OH:3])=[C:10]([CH3:11])[O:9][N:8]=1)[CH2:13][CH2:14][CH3:15], predict the reactants needed to synthesize it. The reactants are: C([O:3][C:4]([C:6]1[C:7]([CH2:12][CH2:13][CH2:14][CH3:15])=[N:8][O:9][C:10]=1[CH3:11])=O)C.[H-].[Al+3].[Li+].[H-].[H-].[H-]. (2) Given the product [C:28]([C:18]1[CH:17]=[C:16]([NH2:15])[N:20]([C:21]2[CH:26]=[CH:25][CH:24]=[C:23]([O:27][CH2:40][CH2:39][O:38][CH:33]3[CH2:34][CH2:35][CH2:36][CH2:37][O:32]3)[CH:22]=2)[N:19]=1)([CH3:31])([CH3:30])[CH3:29], predict the reactants needed to synthesize it. The reactants are: CC(OC(/N=N/C(OC(C)C)=O)=O)C.[NH2:15][C:16]1[N:20]([C:21]2[CH:22]=[C:23]([OH:27])[CH:24]=[CH:25][CH:26]=2)[N:19]=[C:18]([C:28]([CH3:31])([CH3:30])[CH3:29])[CH:17]=1.[O:32]1[CH2:37][CH2:36][CH2:35][CH2:34][CH:33]1[O:38][CH2:39][CH2:40]O.C1(P(C2C=CC=CC=2)C2C=CC=CC=2)C=CC=CC=1. (3) The reactants are: C[O:2][C:3]([C:5]1[CH:13]=[C:12]2[C:8]([C:9]([CH:32]3[CH2:37][CH2:36][CH2:35][CH2:34][CH2:33]3)=[C:10]([C:23]3[CH:28]=[CH:27][C:26]([NH2:29])=[C:25]([CH:30]=O)[CH:24]=3)[N:11]2[CH2:14][C:15]([N:17]2[CH2:22][CH2:21][O:20][CH2:19][CH2:18]2)=[O:16])=[CH:7][CH:6]=1)=[O:4].[CH3:38][C:39]1[C:40]([C:45](=O)[CH3:46])=[N:41][CH:42]=[CH:43][N:44]=1. Given the product [CH:32]1([C:9]2[C:8]3[C:12](=[CH:13][C:5]([C:3]([OH:4])=[O:2])=[CH:6][CH:7]=3)[N:11]([CH2:14][C:15]([N:17]3[CH2:18][CH2:19][O:20][CH2:21][CH2:22]3)=[O:16])[C:10]=2[C:23]2[CH:24]=[C:25]3[C:26](=[CH:27][CH:28]=2)[N:29]=[C:45]([C:40]2[C:39]([CH3:38])=[N:44][CH:43]=[CH:42][N:41]=2)[CH:46]=[CH:30]3)[CH2:37][CH2:36][CH2:35][CH2:34][CH2:33]1, predict the reactants needed to synthesize it.